This data is from Catalyst prediction with 721,799 reactions and 888 catalyst types from USPTO. The task is: Predict which catalyst facilitates the given reaction. (1) Reactant: [C:1]1([S:7]([N:10]2[C:14]3=[N:15][CH:16]=[C:17]([N+:20]([O-:22])=[O:21])[C:18](Cl)=[C:13]3[CH:12]=[CH:11]2)(=[O:9])=[O:8])[CH:6]=[CH:5][CH:4]=[CH:3][CH:2]=1.[NH2:23][CH:24]1[CH2:29][CH2:28][N:27]([CH2:30][CH2:31][C:32]#[N:33])[CH2:26][CH2:25]1.C(N(C(C)C)CC)(C)C. Product: [C:1]1([S:7]([N:10]2[C:14]3=[N:15][CH:16]=[C:17]([N+:20]([O-:22])=[O:21])[C:18]([NH:23][CH:24]4[CH2:29][CH2:28][N:27]([CH2:30][CH2:31][C:32]#[N:33])[CH2:26][CH2:25]4)=[C:13]3[CH:12]=[CH:11]2)(=[O:9])=[O:8])[CH:6]=[CH:5][CH:4]=[CH:3][CH:2]=1. The catalyst class is: 41. (2) Reactant: [H-].[H-].[H-].[H-].[Li+].[Al+3].[NH:7]1[C:15]2[C:10](=[C:11]([C:16]3[CH:17]=[C:18]([CH2:22][C:23]([N:25]([CH3:27])[CH3:26])=O)[CH:19]=[CH:20][CH:21]=3)[CH:12]=[CH:13][CH:14]=2)[CH:9]=[CH:8]1. Product: [NH:7]1[C:15]2[C:10](=[C:11]([C:16]3[CH:17]=[C:18]([CH2:22][CH2:23][N:25]([CH3:26])[CH3:27])[CH:19]=[CH:20][CH:21]=3)[CH:12]=[CH:13][CH:14]=2)[CH:9]=[CH:8]1. The catalyst class is: 1.